Predict the reaction yield, written as a fraction of the theoretical maximum amount of product (1.0 means a 100% yield; for example, 0.34 means a 34% yield). From a dataset of Reaction yield outcomes from USPTO patents with 853,638 reactions. (1) The reactants are [CH3:1][C:2]1([CH3:14])[C:6]([CH3:8])([CH3:7])[O:5][B:4]([C:9]2[CH:10]=[N:11][NH:12][CH:13]=2)[O:3]1.C(=O)([O-])[O-].[Cs+].[Cs+].Br[CH:22]1[CH2:25][S:24](=[O:27])(=[O:26])[CH2:23]1. The catalyst is CN(C)C=O. The product is [CH3:1][C:2]1([CH3:14])[C:6]([CH3:7])([CH3:8])[O:5][B:4]([C:9]2[CH:13]=[N:12][N:11]([CH:22]3[CH2:25][S:24](=[O:27])(=[O:26])[CH2:23]3)[CH:10]=2)[O:3]1. The yield is 0.120. (2) The reactants are [NH2:1][C:2]1[N:7]=[CH:6][N:5]=[C:4]2[N:8]([CH:12]([C:14]3[CH:21]=[C:20]([Cl:22])[C:17]([C:18]#[N:19])=[C:16]([CH:23]4[CH2:26][NH:25][CH2:24]4)[C:15]=3[O:27][CH3:28])[CH3:13])[N:9]=[C:10]([CH3:11])[C:3]=12.[CH3:29][C@H:30]1[CH2:32][O:31]1. The catalyst is C(O)C. The product is [NH2:1][C:2]1[N:7]=[CH:6][N:5]=[C:4]2[N:8]([CH:12]([C:14]3[CH:21]=[C:20]([Cl:22])[C:17]([C:18]#[N:19])=[C:16]([CH:23]4[CH2:24][N:25]([CH2:29][C@@H:30]([OH:31])[CH3:32])[CH2:26]4)[C:15]=3[O:27][CH3:28])[CH3:13])[N:9]=[C:10]([CH3:11])[C:3]=12. The yield is 0.260. (3) The reactants are [F:1][C:2]1[CH:3]=[C:4]([CH:6]=[CH:7][C:8]=1[O:9][C:10]1[CH:15]=[CH:14][N:13]=[C:12]2[CH:16]=[C:17]([C:19]3[N:20]([CH3:31])[C:21]([CH2:24][N:25]4[CH2:30][CH2:29][O:28][CH2:27][CH2:26]4)=[CH:22][N:23]=3)[S:18][C:11]=12)[NH2:5].CC[N:34]([CH:38]([CH3:40])[CH3:39])[CH:35](C)C.ClC(Cl)([O:44]C(=O)OC(Cl)(Cl)Cl)Cl.C1(N)CC1. The catalyst is C1COCC1. The product is [CH:38]1([NH:34][C:35]([NH:5][C:4]2[CH:6]=[CH:7][C:8]([O:9][C:10]3[CH:15]=[CH:14][N:13]=[C:12]4[CH:16]=[C:17]([C:19]5[N:20]([CH3:31])[C:21]([CH2:24][N:25]6[CH2:30][CH2:29][O:28][CH2:27][CH2:26]6)=[CH:22][N:23]=5)[S:18][C:11]=34)=[C:2]([F:1])[CH:3]=2)=[O:44])[CH2:39][CH2:40]1. The yield is 0.227. (4) The reactants are [Br:1][C:2]1[CH:3]=[C:4]2[C:9](=[CH:10][CH:11]=1)[CH:8]=[C:7]([C:12](O)=[O:13])[CH:6]=[CH:5]2.CSC.B.CO. The catalyst is C1COCC1. The product is [Br:1][C:2]1[CH:3]=[C:4]2[C:9](=[CH:10][CH:11]=1)[CH:8]=[C:7]([CH2:12][OH:13])[CH:6]=[CH:5]2. The yield is 0.890. (5) The reactants are [CH3:1][C:2]1[C:6]([CH2:7][N:8]2[CH:12]=[C:11]([N+:13]([O-])=O)[CH:10]=[N:9]2)=[C:5]([CH3:16])[O:4][N:3]=1.[CH3:17][C:18]([O:21][C:22](O[C:22]([O:21][C:18]([CH3:20])([CH3:19])[CH3:17])=[O:23])=[O:23])([CH3:20])[CH3:19]. The catalyst is CO.[Pd]. The product is [CH3:1][C:2]1[C:6]([CH2:7][N:8]2[CH:12]=[C:11]([NH:13][C:22](=[O:23])[O:21][C:18]([CH3:20])([CH3:19])[CH3:17])[CH:10]=[N:9]2)=[C:5]([CH3:16])[O:4][N:3]=1. The yield is 0.660.